This data is from Reaction yield outcomes from USPTO patents with 853,638 reactions. The task is: Predict the reaction yield, written as a fraction of the theoretical maximum amount of product (1.0 means a 100% yield; for example, 0.34 means a 34% yield). (1) The reactants are [O:1]=[C:2]1[NH:7][C:6]2[CH:8]=[C:9]([CH2:12][N:13]3[CH2:18][CH2:17][N:16]([C:19]4[CH:27]=[CH:26][C:22]([C:23]([OH:25])=O)=[CH:21][CH:20]=4)[CH2:15][CH2:14]3)[CH:10]=[N:11][C:5]=2[N:4]2[CH2:28][CH2:29][S:30][CH2:31][C@@H:3]12.Cl.[CH2:33]([N:35]=C=NCCCN(C)C)[CH3:34].O.N1(O)C2C=CC=CC=2N=N1.Cl.C(N)C.CN1CCOCC1. The catalyst is CN(C=O)C. The product is [CH2:33]([NH:35][C:23](=[O:25])[C:22]1[CH:26]=[CH:27][C:19]([N:16]2[CH2:17][CH2:18][N:13]([CH2:12][C:9]3[CH:10]=[N:11][C:5]4[N:4]5[CH2:28][CH2:29][S:30][CH2:31][C@H:3]5[C:2](=[O:1])[NH:7][C:6]=4[CH:8]=3)[CH2:14][CH2:15]2)=[CH:20][CH:21]=1)[CH3:34]. The yield is 0.226. (2) The reactants are [C:1]([O:5][C:6](=[O:30])[NH:7][C@H:8]([C:17]1[NH:18][C:19]([C:22]2[CH:27]=[CH:26][C:25](I)=[CH:24][C:23]=2[F:29])=[CH:20][N:21]=1)[C@H:9]([C:11]1[CH:16]=[CH:15][CH:14]=[CH:13][CH:12]=1)[CH3:10])([CH3:4])([CH3:3])[CH3:2].C(N(CC)CC)C.[CH3:38][Si:39]([C:42]#[CH:43])([CH3:41])[CH3:40].C(OCC)(=O)C. The catalyst is CN(C)C=O.[Cu]I.Cl[Pd](Cl)([P](C1C=CC=CC=1)(C1C=CC=CC=1)C1C=CC=CC=1)[P](C1C=CC=CC=1)(C1C=CC=CC=1)C1C=CC=CC=1. The product is [C:1]([O:5][C:6](=[O:30])[NH:7][C@H:8]([C:17]1[NH:18][C:19]([C:22]2[CH:27]=[CH:26][C:25]([C:43]#[C:42][Si:39]([CH3:41])([CH3:40])[CH3:38])=[CH:24][C:23]=2[F:29])=[CH:20][N:21]=1)[C@H:9]([C:11]1[CH:16]=[CH:15][CH:14]=[CH:13][CH:12]=1)[CH3:10])([CH3:4])([CH3:3])[CH3:2]. The yield is 0.960. (3) The reactants are [O:1]1[CH:5]=[CH:4][C:3]([C:6]2[CH:7]=[CH:8][C:9]([C:12](=[O:14])[CH3:13])=[N:10][CH:11]=2)=[CH:2]1.[BH4-].[Na+]. The catalyst is CO. The product is [O:1]1[CH:5]=[CH:4][C:3]([C:6]2[CH:7]=[CH:8][C:9]([CH:12]([OH:14])[CH3:13])=[N:10][CH:11]=2)=[CH:2]1. The yield is 0.730. (4) The reactants are [OH:1][C:2]1[C:3](=[O:29])[C:4]([C:18]2[N:22]([C:23]3[CH:28]=[CH:27][CH:26]=[CH:25][CH:24]=3)[N:21]=[CH:20][CH:19]=2)=[N:5][N:6]([C:8]2[CH:13]=[CH:12][CH:11]=[C:10]([C:14]([F:17])([F:16])[F:15])[CH:9]=2)[CH:7]=1.I[CH:31]([CH3:33])[CH3:32].C([O-])([O-])=O.[K+].[K+].O. The catalyst is CN(C=O)C. The product is [CH3:32][CH:31]([O:1][C:2]1[C:3](=[O:29])[C:4]([C:18]2[N:22]([C:23]3[CH:24]=[CH:25][CH:26]=[CH:27][CH:28]=3)[N:21]=[CH:20][CH:19]=2)=[N:5][N:6]([C:8]2[CH:13]=[CH:12][CH:11]=[C:10]([C:14]([F:16])([F:15])[F:17])[CH:9]=2)[CH:7]=1)[CH3:33]. The yield is 0.720. (5) The reactants are [Cl:1][C:2]1[CH:9]=[CH:8][C:5]([C:6]#[N:7])=[CH:4][CH:3]=1.[NH2:10][OH:11]. The catalyst is CCO. The product is [Cl:1][C:2]1[CH:9]=[CH:8][C:5]([C:6](=[N:10][OH:11])[NH2:7])=[CH:4][CH:3]=1. The yield is 0.760. (6) The reactants are CCN=C=NC[CH2:7][CH2:8][N:9]([CH3:11])[CH3:10].C(N(CC)CC)C.[NH2:19][CH2:20][CH2:21][C:22]1[CH:27]=[CH:26][C:25]([O:28][C:29](=[O:38])[N:30]([CH3:37])[C:31]2[CH:36]=[CH:35][CH:34]=[CH:33][CH:32]=2)=[CH:24][CH:23]=1.C(O)(C(F)(F)F)=[O:40]. The catalyst is C(Cl)Cl. The product is [CH3:10][N:9]([CH3:11])[CH2:8][C:7]([NH:19][CH2:20][CH2:21][C:22]1[CH:23]=[CH:24][C:25]([O:28][C:29](=[O:38])[N:30]([CH3:37])[C:31]2[CH:32]=[CH:33][CH:34]=[CH:35][CH:36]=2)=[CH:26][CH:27]=1)=[O:40]. The yield is 0.660. (7) The reactants are [Cl:1][C:2]1[C:10]2[N:9]=[C:8]([CH:11]([C:13]3[CH:18]=[CH:17][C:16]([Cl:19])=[CH:15][C:14]=3[Cl:20])[OH:12])[N:7]([CH2:21][CH2:22][CH2:23]O)[C:6]=2[C:5]([C:25]([O:27][CH3:28])=[O:26])=[CH:4][CH:3]=1.C(C=P(CCCC)(CCCC)CCCC)#N. The catalyst is C1(C)C=CC=CC=1. The product is [Cl:1][C:2]1[CH:3]=[CH:4][C:5]([C:25]([O:27][CH3:28])=[O:26])=[C:6]2[C:10]=1[N:9]=[C:8]1[CH:11]([C:13]3[CH:18]=[CH:17][C:16]([Cl:19])=[CH:15][C:14]=3[Cl:20])[O:12][CH2:23][CH2:22][CH2:21][N:7]21. The yield is 0.320. (8) The reactants are C([C:3]1[CH:4]=[C:5]2[C:9](=[CH:10][CH:11]=1)[N:8]([CH:12]1[CH2:17][CH2:16][CH2:15][CH2:14][O:13]1)[N:7]=[C:6]2[C:18]1[CH:19]=[C:20]([CH:24]=[CH:25][CH:26]=1)[C:21]([OH:23])=O)#N.[CH:27]1([NH2:31])[CH2:30][CH2:29][CH2:28]1.C1C=CC2N(O)N=[N:38][C:36]=2C=1.CCN=C=NCCCN(C)C.Cl. The catalyst is C1COCC1.CN(C=O)C. The product is [C:36]([CH:15]1[CH2:14][O:13][CH:12]([N:8]2[C:9]3[C:5](=[CH:4][CH:3]=[CH:11][CH:10]=3)[C:6]([C:18]3[CH:19]=[C:20]([C:21]([NH:31][CH:27]4[CH2:30][CH2:29][CH2:28]4)=[O:23])[CH:24]=[CH:25][CH:26]=3)=[N:7]2)[CH2:17][CH2:16]1)#[N:38]. The yield is 0.720.